Predict the reactants needed to synthesize the given product. From a dataset of Full USPTO retrosynthesis dataset with 1.9M reactions from patents (1976-2016). (1) Given the product [Br:9][CH:1]1[CH2:8][CH2:7][CH2:6][CH:5]=[CH:4][CH2:3][CH2:2]1, predict the reactants needed to synthesize it. The reactants are: [CH:1]1[CH2:8][CH2:7][CH:6]=[CH:5][CH2:4][CH2:3][CH:2]=1.[BrH:9].O. (2) Given the product [Br:1][C:2]1[CH:3]=[C:4]([CH3:9])[C:5]([N:12]([CH3:13])[CH3:11])=[N:6][CH:7]=1, predict the reactants needed to synthesize it. The reactants are: [Br:1][C:2]1[CH:3]=[C:4]([CH3:9])[C:5](F)=[N:6][CH:7]=1.Cl.[CH3:11][NH:12][CH3:13].C(N(C(C)C)C(C)C)C. (3) Given the product [OH:24][CH2:23][C@@H:22]([NH:21][C:18]([C:11]1[C:12]2[CH2:13][C@H:14]3[CH2:17][C@H:15]3[C:16]=2[N:9]([C:5]2[CH:4]=[C:3]([C:1]#[N:2])[CH:8]=[CH:7][N:6]=2)[N:10]=1)=[O:20])[CH:25]([CH3:27])[CH3:26], predict the reactants needed to synthesize it. The reactants are: [C:1]([C:3]1[CH:8]=[CH:7][N:6]=[C:5]([N:9]2[C:16]3[C@@H:15]4[CH2:17][C@@H:14]4[CH2:13][C:12]=3[C:11]([C:18]([OH:20])=O)=[N:10]2)[CH:4]=1)#[N:2].[NH2:21][C@@H:22]([CH:25]([CH3:27])[CH3:26])[CH2:23][OH:24].C(N(CC)CC)C.CN(C(ON1N=NC2C=CC=NC1=2)=[N+](C)C)C.F[P-](F)(F)(F)(F)F. (4) Given the product [OH:8][C:9]1[CH:10]=[CH:11][C:12]([C:15]([CH3:21])([CH3:22])[C:16]([O:18][CH2:19][CH3:20])=[O:17])=[CH:13][CH:14]=1, predict the reactants needed to synthesize it. The reactants are: C([O:8][C:9]1[CH:14]=[CH:13][C:12]([C:15]([CH3:22])([CH3:21])[C:16]([O:18][CH2:19][CH3:20])=[O:17])=[CH:11][CH:10]=1)C1C=CC=CC=1. (5) Given the product [Cl:34][C:35]1[CH:36]=[N:25][C:23]([CH2:22][O:21][C:18]2[CH:19]=[CH:20][N:15]([C:12]3[CH:13]=[CH:14][C:7]4[N:6]=[C:5]([CH:2]5[CH2:4][CH2:3]5)[N:9]([CH3:10])[C:8]=4[CH:11]=3)[C:16](=[O:26])[CH:17]=2)=[N:24][CH:40]=1, predict the reactants needed to synthesize it. The reactants are: Cl.[CH:2]1([C:5]2[N:9]([CH3:10])[C:8]3[CH:11]=[C:12]([N:15]4[CH:20]=[CH:19][C:18]([O:21][CH2:22][C:23](=[NH:25])[NH2:24])=[CH:17][C:16]4=[O:26])[CH:13]=[CH:14][C:7]=3[N:6]=2)[CH2:4][CH2:3]1.F[P-](F)(F)(F)(F)F.[Cl:34][C:35](=[CH:40]N(C)C)[CH:36]=[N+](C)C.C[O-].[Na+].